Dataset: Catalyst prediction with 721,799 reactions and 888 catalyst types from USPTO. Task: Predict which catalyst facilitates the given reaction. (1) The catalyst class is: 5. Product: [Cl:33][C:29]1[CH:28]=[C:27]([CH:32]=[CH:31][CH:30]=1)[O:26][C:13]1[C:12]2[C:17](=[CH:18][CH:19]=[C:10]([CH:8]([C:7]3[CH:6]=[CH:5][C:4]([Cl:3])=[CH:35][CH:34]=3)[OH:9])[CH:11]=2)[NH:16][C:15](=[O:20])[C:14]=1[C:21]([O:23][CH2:24][CH3:25])=[O:22]. Reactant: [BH4-].[Na+].[Cl:3][C:4]1[CH:35]=[CH:34][C:7]([C:8]([C:10]2[CH:11]=[C:12]3[C:17](=[CH:18][CH:19]=2)[NH:16][C:15](=[O:20])[C:14]([C:21]([O:23][CH2:24][CH3:25])=[O:22])=[C:13]3[O:26][C:27]2[CH:32]=[CH:31][CH:30]=[C:29]([Cl:33])[CH:28]=2)=[O:9])=[CH:6][CH:5]=1.O. (2) Reactant: [Br:1][C:2]1[C:3]([OH:11])=[C:4]([C:7]([F:10])=[CH:8][CH:9]=1)C=O.OO.[OH:14]S([O-])=O.[Na+]. Product: [Br:1][C:2]1[CH:9]=[CH:8][C:7]([F:10])=[C:4]([OH:14])[C:3]=1[OH:11]. The catalyst class is: 611. (3) Reactant: [C:1]([O:5][C:6]([N:8]1[CH2:13][CH2:12][NH:11][CH:10]([C:14]([F:17])([F:16])[F:15])[CH2:9]1)=[O:7])([CH3:4])([CH3:3])[CH3:2].[NH2:18][C:19]1[N:24]=[C:23](Cl)[C:22]([CH:26]=[O:27])=[C:21]([Cl:28])[N:20]=1.CCN(C(C)C)C(C)C. Product: [NH2:18][C:19]1[N:24]=[C:23]([N:11]2[CH2:12][CH2:13][N:8]([C:6]([O:5][C:1]([CH3:4])([CH3:2])[CH3:3])=[O:7])[CH2:9][CH:10]2[C:14]([F:16])([F:17])[F:15])[C:22]([CH:26]=[O:27])=[C:21]([Cl:28])[N:20]=1. The catalyst class is: 12. (4) Reactant: [C:1]([C:3]1[CH:9]=[CH:8][C:6]([NH2:7])=[CH:5][CH:4]=1)#[N:2].C(N(CC)CC)C.[Cl-].ClC1N(C)CC[NH+]1C.[CH3:26][O:27][C:28]1[C:29](=[O:52])[C:30]([CH3:51])=[C:31]([CH2:37][C:38]2[CH:39]=[CH:40][C:41]([O:47][C:48](=[O:50])[CH3:49])=[C:42]([CH:46]=2)[C:43](O)=[O:44])[C:32](=[O:36])[C:33]=1[O:34][CH3:35]. Product: [CH3:26][O:27][C:28]1[C:29](=[O:52])[C:30]([CH3:51])=[C:31]([CH2:37][C:38]2[CH:39]=[CH:40][C:41]([O:47][C:48](=[O:50])[CH3:49])=[C:42]([CH:46]=2)[C:43]([NH:7][C:6]2[CH:8]=[CH:9][C:3]([C:1]#[N:2])=[CH:4][CH:5]=2)=[O:44])[C:32](=[O:36])[C:33]=1[O:34][CH3:35]. The catalyst class is: 2. (5) Reactant: C(OC([N:8]1[CH2:13][CH2:12][N:11]([C:14]2[CH:19]=[CH:18][CH:17]=[C:16]([O:20][CH2:21][CH2:22][CH2:23][N:24]([CH2:39][C:40]3[CH:45]=[CH:44][CH:43]=[C:42]([C:46]([F:49])([F:48])[F:47])[C:41]=3[Cl:50])[CH2:25][CH:26]([C:33]3[CH:38]=[CH:37][CH:36]=[CH:35][CH:34]=3)[C:27]3[CH:32]=[CH:31][CH:30]=[CH:29][CH:28]=3)[CH:15]=2)[CH2:10][CH2:9]1)=O)(C)(C)C.Cl. Product: [ClH:50].[Cl:50][C:41]1[C:42]([C:46]([F:48])([F:47])[F:49])=[CH:43][CH:44]=[CH:45][C:40]=1[CH2:39][N:24]([CH2:25][CH:26]([C:27]1[CH:28]=[CH:29][CH:30]=[CH:31][CH:32]=1)[C:33]1[CH:38]=[CH:37][CH:36]=[CH:35][CH:34]=1)[CH2:23][CH2:22][CH2:21][O:20][C:16]1[CH:17]=[CH:18][CH:19]=[C:14]([N:11]2[CH2:10][CH2:9][NH:8][CH2:13][CH2:12]2)[CH:15]=1. The catalyst class is: 5. (6) Reactant: [OH:1][C:2]1[CH:7]=[CH:6][C:5]([CH2:8][CH2:9][C:10]([N:12]2[CH2:17][CH2:16][N:15]([CH2:18][C:19]3[CH:27]=[CH:26][C:25]4[O:24][CH2:23][O:22][C:21]=4[CH:20]=3)[CH2:14][CH2:13]2)=[O:11])=[CH:4][CH:3]=1.[H-].[Na+].Cl[C:31]1[CH:36]=[C:35]([CH3:37])[C:34]([N+:38]([O-:40])=[O:39])=[CH:33][N:32]=1.[Cl-].[NH4+]. Product: [CH3:37][C:35]1[C:34]([N+:38]([O-:40])=[O:39])=[CH:33][N:32]=[C:31]([O:1][C:2]2[CH:3]=[CH:4][C:5]([CH2:8][CH2:9][C:10]([N:12]3[CH2:13][CH2:14][N:15]([CH2:18][C:19]4[CH:27]=[CH:26][C:25]5[O:24][CH2:23][O:22][C:21]=5[CH:20]=4)[CH2:16][CH2:17]3)=[O:11])=[CH:6][CH:7]=2)[CH:36]=1. The catalyst class is: 3. (7) Reactant: C[O:2][C:3](=[O:21])[CH:4]([N:9]1[C:17]2[C:12](=[CH:13][CH:14]=[C:15]([Cl:18])[CH:16]=2)[C:11](=[O:19])[C:10]1=[O:20])[CH2:5][CH:6]([CH3:8])[CH3:7].O.[OH-].[Li+]. Product: [Cl:18][C:15]1[CH:16]=[C:17]2[C:12]([C:11](=[O:19])[C:10](=[O:20])[N:9]2[CH:4]([CH2:5][CH:6]([CH3:7])[CH3:8])[C:3]([OH:21])=[O:2])=[CH:13][CH:14]=1. The catalyst class is: 30.